Dataset: Full USPTO retrosynthesis dataset with 1.9M reactions from patents (1976-2016). Task: Predict the reactants needed to synthesize the given product. (1) Given the product [CH3:1][CH:2]([CH3:27])[CH2:3][C:4]([N:6]1[CH2:11][CH2:10][C@H:9]2[CH2:12][C@@H:13]([C:22]([O:24][CH2:25][CH3:26])=[O:23])[NH:14][C@H:8]2[CH2:7]1)=[O:5], predict the reactants needed to synthesize it. The reactants are: [CH3:1][CH:2]([CH3:27])[CH2:3][C:4]([N:6]1[CH2:11][CH2:10][C@H:9]2[CH2:12][C@@H:13]([C:22]([O:24][CH2:25][CH3:26])=[O:23])[N:14](C(OC(C)(C)C)=O)[C@H:8]2[CH2:7]1)=[O:5].C(O)(C(F)(F)F)=O.CCOC(C)=O.C(O)(C(F)(F)F)=O.C(Cl)Cl. (2) Given the product [Br:14]/[CH:5]=[CH:4]\[C:3]1[C:2]([F:1])=[CH:12][CH:11]=[CH:10][C:9]=1[F:13], predict the reactants needed to synthesize it. The reactants are: [F:1][C:2]1[CH:12]=[CH:11][CH:10]=[C:9]([F:13])[C:3]=1/[CH:4]=[CH:5]/C(O)=O.[Br:14]Br. (3) The reactants are: [F:1][C:2]1[CH:7]=[CH:6][C:5]([NH:8][C:9]2[C:10]3[C:17]([CH3:18])=[C:16]([C:19]([OH:21])=O)[S:15][C:11]=3[N:12]=[CH:13][N:14]=2)=[C:4]([O:22][C@@H:23]2[CH2:28][CH2:27][CH2:26][O:25][CH2:24]2)[CH:3]=1.[CH3:29][N:30]([CH3:35])[CH2:31][CH2:32][CH2:33][NH2:34]. Given the product [CH3:29][N:30]([CH3:35])[CH2:31][CH2:32][CH2:33][NH:34][C:19]([C:16]1[S:15][C:11]2[N:12]=[CH:13][N:14]=[C:9]([NH:8][C:5]3[CH:6]=[CH:7][C:2]([F:1])=[CH:3][C:4]=3[O:22][C@@H:23]3[CH2:28][CH2:27][CH2:26][O:25][CH2:24]3)[C:10]=2[C:17]=1[CH3:18])=[O:21], predict the reactants needed to synthesize it. (4) Given the product [CH3:3][N:2]([CH3:1])/[CH:4]=[C:20](/[C:12](=[O:19])[C:13]1[CH:14]=[CH:15][N:16]=[CH:17][CH:18]=1)\[C:21]([O:23][CH2:24][CH3:25])=[O:22], predict the reactants needed to synthesize it. The reactants are: [CH3:1][N:2]([CH:4]=O)[CH3:3].CC(N(C)C)=O.[C:12]([CH2:20][C:21]([O:23][CH2:24][CH3:25])=[O:22])(=[O:19])[C:13]1[CH:18]=[CH:17][N:16]=[CH:15][CH:14]=1.O. (5) Given the product [CH3:30][C:28]([CH3:31])([CH3:29])[C:27]([O:26][CH2:25][C@H:15]1[CH2:14][C@@H:13]([NH:12][S:9]([C:3]2[CH:4]=[C:5]([Br:8])[CH:6]=[CH:7][C:2]=2[Br:1])(=[O:10])=[O:11])[CH2:17][N:16]1[C:18]#[N:36])=[O:32], predict the reactants needed to synthesize it. The reactants are: [Br:1][C:2]1[CH:7]=[CH:6][C:5]([Br:8])=[CH:4][C:3]=1[S:9]([NH:12][C@H:13]1[CH2:17][N:16]([C:18](OC(C)(C)C)=O)[C@@H:15]([CH2:25][O:26][C:27](=[O:32])[C:28]([CH3:31])([CH3:30])[CH3:29])[CH2:14]1)(=[O:11])=[O:10].Cl.CC[N:36](C(C)C)C(C)C.BrC#N.C(O)C(N)(CO)CO.